Task: Predict the reactants needed to synthesize the given product.. Dataset: Full USPTO retrosynthesis dataset with 1.9M reactions from patents (1976-2016) Given the product [CH2:10]([N:17]1[CH2:22][CH2:21][O:20][CH:19]([C:23]([C:4]2[CH:5]=[CH:6][CH:7]=[C:2]([F:1])[CH:3]=2)=[O:27])[CH2:18]1)[C:11]1[CH:16]=[CH:15][CH:14]=[CH:13][CH:12]=1, predict the reactants needed to synthesize it. The reactants are: [F:1][C:2]1[CH:3]=[C:4]([Mg]Br)[CH:5]=[CH:6][CH:7]=1.[CH2:10]([N:17]1[CH2:22][CH2:21][O:20][CH:19]([C:23]#N)[CH2:18]1)[C:11]1[CH:16]=[CH:15][CH:14]=[CH:13][CH:12]=1.C([O:27]CC)C.